Dataset: Catalyst prediction with 721,799 reactions and 888 catalyst types from USPTO. Task: Predict which catalyst facilitates the given reaction. (1) Reactant: [Cl:1][C:2]1[CH:3]=[C:4]([CH:9]2[O:15][CH2:14][CH2:13][N:12]([C:16]([O:18][C:19]([CH3:22])([CH3:21])[CH3:20])=[O:17])[CH2:11][CH:10]2[CH2:23][OH:24])[CH:5]=[CH:6][C:7]=1[Cl:8].C(N(CC)CC)C.[CH3:32][S:33](Cl)(=[O:35])=[O:34]. Product: [Cl:1][C:2]1[CH:3]=[C:4]([CH:9]2[O:15][CH2:14][CH2:13][N:12]([C:16]([O:18][C:19]([CH3:20])([CH3:21])[CH3:22])=[O:17])[CH2:11][CH:10]2[CH2:23][O:24][S:33]([CH3:32])(=[O:35])=[O:34])[CH:5]=[CH:6][C:7]=1[Cl:8]. The catalyst class is: 1. (2) The catalyst class is: 305. Product: [CH2:1]([N:8]1[CH2:12][CH2:11][N:10]([C@@H:13]([C:55]([CH3:58])([CH3:57])[CH3:56])[C:14]([NH:16][C@H:17]([C@@H:18]([O:47][C:60](=[O:66])[CH2:61][CH2:62][C:63]([OH:65])=[O:64])[CH2:19][C@H:20]([CH2:21][C:22]2[CH:27]=[CH:26][C:25]([C:28]3[CH:33]=[CH:32][CH:31]=[CH:30][N:29]=3)=[CH:24][CH:23]=2)[NH:34][C:35](=[O:36])[C@H:37]([C:38]([CH3:41])([CH3:40])[CH3:39])[NH:42][C:43](=[O:46])[O:44][CH3:45])[CH2:48][C:49]2[CH:54]=[CH:53][CH:52]=[CH:51][CH:50]=2)=[O:15])[C:9]1=[O:59])[C:2]1[CH:3]=[CH:4][CH:5]=[CH:6][CH:7]=1. Reactant: [CH2:1]([N:8]1[CH2:12][CH2:11][N:10]([C@@H:13]([C:55]([CH3:58])([CH3:57])[CH3:56])[C:14]([NH:16][C@@H:17]([CH2:48][C:49]2[CH:54]=[CH:53][CH:52]=[CH:51][CH:50]=2)[C@@H:18]([OH:47])[CH2:19][C@@H:20]([NH:34][C:35]([C@@H:37]([NH:42][C:43](=[O:46])[O:44][CH3:45])[C:38]([CH3:41])([CH3:40])[CH3:39])=[O:36])[CH2:21][C:22]2[CH:27]=[CH:26][C:25]([C:28]3[CH:33]=[CH:32][CH:31]=[CH:30][N:29]=3)=[CH:24][CH:23]=2)=[O:15])[C:9]1=[O:59])[C:2]1[CH:7]=[CH:6][CH:5]=[CH:4][CH:3]=1.[C:60]1(=[O:66])[O:65][C:63](=[O:64])[CH2:62][CH2:61]1.C1(NC2CCCCC2)CCCCC1. (3) Reactant: C(N1C=CN=C1)(N1C=CN=C1)=[O:2].C(S(N)(=O)=O)(CC)C.[CH2:21]1[CH2:31][CH2:30][N:29]2[C:24](=N[CH2:26][CH2:27][CH2:28]2)C[CH2:22]1. Product: [C@@:30]12([OH:2])[N:29]([CH3:24])[C@@H:28]([CH2:27][CH2:26]1)[CH2:22][CH2:21][CH2:31]2. The catalyst class is: 76. (4) Reactant: Cl.N1([C:14](=[O:15])[C:13]2[N:11](C)C=N[C:8]=2N(C)C1=O)C.C([O-])(=O)[C:17]1[CH:22]=[CH:21][CH:20]=[CH:19][CH:18]=1.[Na+].[CH:26]1(C)[CH2:31]CC(C(C)C)[CH:28]([OH:35])[CH2:27]1. Product: [CH2:28]([O:35][C:14](=[O:15])[C@H:13]([CH2:8][C:17]1[CH:18]=[CH:19][CH:20]=[CH:21][CH:22]=1)[NH2:11])[CH2:27][CH2:26][CH3:31]. The catalyst class is: 6. (5) Reactant: [N+:1]([C:4]1[CH:14]=[CH:13][CH:12]=[CH:11][C:5]=1[O:6][CH2:7][C:8](=O)[CH3:9])([O-])=O. Product: [CH3:9][CH:8]1[NH:1][C:4]2[CH:14]=[CH:13][CH:12]=[CH:11][C:5]=2[O:6][CH2:7]1. The catalyst class is: 457. (6) Reactant: [CH3:1][O:2][C:3]1[CH:8]=[CH:7][C:6]([S:9]([NH:12][CH3:13])(=[O:11])=[O:10])=[CH:5][CH:4]=1.[H-].[Na+].Cl[C:17]1[N:22]=[C:21]([C:23]2[CH:35]=[CH:34][C:26]3[N:27]=[C:28]([NH:30][C:31](=[O:33])[CH3:32])[S:29][C:25]=3[CH:24]=2)[CH:20]=[CH:19][N:18]=1. Product: [CH3:1][O:2][C:3]1[CH:4]=[CH:5][C:6]([S:9]([N:12]([C:17]2[N:22]=[C:21]([C:23]3[CH:35]=[CH:34][C:26]4[N:27]=[C:28]([NH:30][C:31](=[O:33])[CH3:32])[S:29][C:25]=4[CH:24]=3)[CH:20]=[CH:19][N:18]=2)[CH3:13])(=[O:11])=[O:10])=[CH:7][CH:8]=1. The catalyst class is: 16. (7) Reactant: C[O:2][C:3]1[CH:12]=[C:11]2[C:6]([C:7]([C:13]3[C:17]([C:18]4[CH:23]=[CH:22][CH:21]=[CH:20][N:19]=4)=[N:16][N:15]4[CH2:24][CH2:25][CH2:26][C:14]=34)=[CH:8][CH:9]=[N:10]2)=[CH:5][CH:4]=1.C([S-])C.[Na+]. Product: [N:19]1[CH:20]=[CH:21][CH:22]=[CH:23][C:18]=1[C:17]1[C:13]([C:7]2[C:6]3[C:11](=[CH:12][C:3]([OH:2])=[CH:4][CH:5]=3)[N:10]=[CH:9][CH:8]=2)=[C:14]2[CH2:26][CH2:25][CH2:24][N:15]2[N:16]=1. The catalyst class is: 9. (8) Reactant: [CH3:1][N:2]1[C:6]2[CH:7]=[CH:8][C:9]([N:11]3[CH:16]=[C:15]([C:17]([O:19][CH2:20][CH3:21])=[O:18])[C:14](=[O:22])[NH:13][C:12]3=[O:23])=[CH:10][C:5]=2[S:4][C:3]1=[O:24].[F:25][C:26]([F:38])([F:37])[C:27]1[CH:35]=[CH:34][CH:33]=[C:32]2[C:28]=1[CH2:29][CH2:30][C@@H:31]2O.C1(P(C2C=CC=CC=2)C2C=CC=CC=2)C=CC=CC=1.N(C(OC(C)C)=O)=NC(OC(C)C)=O. Product: [CH3:1][N:2]1[C:6]2[CH:7]=[CH:8][C:9]([N:11]3[CH:16]=[C:15]([C:17]([O:19][CH2:20][CH3:21])=[O:18])[C:14](=[O:22])[N:13]([C@H:31]4[C:32]5[C:28](=[C:27]([C:26]([F:25])([F:37])[F:38])[CH:35]=[CH:34][CH:33]=5)[CH2:29][CH2:30]4)[C:12]3=[O:23])=[CH:10][C:5]=2[S:4][C:3]1=[O:24]. The catalyst class is: 118.